The task is: Predict the reaction yield, written as a fraction of the theoretical maximum amount of product (1.0 means a 100% yield; for example, 0.34 means a 34% yield).. This data is from Reaction yield outcomes from USPTO patents with 853,638 reactions. (1) The reactants are [CH3:1][O:2][C:3]1[CH:8]=[CH:7][CH:6]=[CH:5][C:4]=1B(O)O.Br[C:13]1[S:17][C:16]([S:18]([NH2:21])(=[O:20])=[O:19])=[CH:15][CH:14]=1.C1(P(C2C=CC=CC=2)C2C=CC=CC=2)C=CC=CC=1.C([O-])([O-])=O.[Na+].[Na+]. The catalyst is C(OCC)(=O)C.C([O-])(=O)C.[Pd+2].C([O-])(=O)C.O.C(O)CC. The product is [CH3:1][O:2][C:3]1[CH:8]=[CH:7][CH:6]=[CH:5][C:4]=1[C:13]1[S:17][C:16]([S:18]([NH2:21])(=[O:20])=[O:19])=[CH:15][CH:14]=1. The yield is 0.700. (2) The reactants are [Cl:1][C:2]1[N:7]=[C:6](Cl)[C:5]([N+:9]([O-:11])=[O:10])=[CH:4][N:3]=1.C(N(C(C)C)CC)(C)C.[I:21][C:22]1[CH:23]=[C:24]([CH:27]=[CH:28][CH:29]=1)[CH2:25][NH2:26]. The catalyst is C1COCC1. The product is [I:21][C:22]1[CH:23]=[C:24]([CH:27]=[CH:28][CH:29]=1)[CH2:25][NH:26][C:6]1[C:5]([N+:9]([O-:11])=[O:10])=[CH:4][N:3]=[C:2]([Cl:1])[N:7]=1. The yield is 0.940. (3) The reactants are [C-]#N.[Na+].Br[C:5]1[C:14]2[C:9](=[CH:10][CH:11]=[CH:12][CH:13]=2)[CH:8]=[CH:7][CH:6]=1.[CH3:15][NH:16]CCNC.[OH-].[NH4+]. The catalyst is [Cu]I.O.C(OCC)(=O)C.C1(C)C=CC=CC=1. The product is [C:5]1([C:15]#[N:16])[C:14]2[C:9](=[CH:10][CH:11]=[CH:12][CH:13]=2)[CH:8]=[CH:7][CH:6]=1. The yield is 0.700.